Dataset: Catalyst prediction with 721,799 reactions and 888 catalyst types from USPTO. Task: Predict which catalyst facilitates the given reaction. (1) Reactant: [C:1]([C:3]1[CH:4]=[C:5]([CH:9]=[CH:10][C:11]=1[O:12][CH2:13][CH3:14])[C:6]([OH:8])=O)#[N:2].C1C=CC2N(O)N=NC=2C=1.CCN=C=NCCCN(C)C.O[N:37]=[C:38]([C:40]1[C:41]2[CH2:42][CH2:43][CH:44]([OH:49])[C:45]=2[CH:46]=[CH:47][CH:48]=1)[NH2:39].[Na+].[Cl-]. Product: [CH2:13]([O:12][C:11]1[CH:10]=[CH:9][C:5]([C:6]2[O:8][N:39]=[C:38]([C:40]3[CH:48]=[CH:47][CH:46]=[C:45]4[C:41]=3[CH2:42][CH2:43][CH:44]4[OH:49])[N:37]=2)=[CH:4][C:3]=1[C:1]#[N:2])[CH3:14]. The catalyst class is: 3. (2) Reactant: C[CH2:2][N:3]=[C:4]=NCCCN(C)C.C1C=CC2N(O)N=NC=2C=1.[C:22]1([S:28]([NH:31][C:32]2[CH:33]=[C:34]([C@@H:38]([OH:58])[CH2:39][NH:40][C:41]([CH3:57])([CH3:56])[CH2:42][CH2:43][N:44]3[C:52]4[C:47](=CC(C(O)=O)=C[CH:51]=4)[CH:46]=[CH:45]3)[CH:35]=[CH:36][CH:37]=2)(=[O:30])=[O:29])[CH:27]=[CH:26][CH:25]=[CH:24][CH:23]=1.CCN(C(C)C)C(C)C.CNC.[CH2:71]1[CH2:75][O:74][CH2:73][CH2:72]1. Product: [CH3:2][N:3]([CH3:4])[C:73]([C:72]1[CH:71]=[C:75]2[C:45](=[CH:46][CH:47]=1)[N:44]([CH2:43][CH2:42][C:41]([NH:40][CH2:39][C@@H:38]([C:34]1[CH:35]=[CH:36][CH:37]=[C:32]([NH:31][S:28]([C:22]3[CH:27]=[CH:26][CH:25]=[CH:24][CH:23]=3)(=[O:29])=[O:30])[CH:33]=1)[OH:58])([CH3:56])[CH3:57])[CH:52]=[CH:51]2)=[O:74]. The catalyst class is: 3. (3) Reactant: Br[C:2]1[CH:3]=[C:4]2[C:9](=[CH:10][CH:11]=1)[N:8]=[C:7]([N:12]([CH2:14][C:15]1[CH:20]=[CH:19][C:18]([F:21])=[C:17]([C:22]([F:25])([F:24])[F:23])[CH:16]=1)[CH3:13])[CH:6]=[N:5]2.[C:26]([N:33]1[CH:37]=[C:36](B2OC(C)(C)C(C)(C)O2)[CH:35]=[N:34]1)([O:28][C:29]([CH3:32])([CH3:31])[CH3:30])=[O:27].C(=O)([O-])[O-].[Cs+].[Cs+].[I-].[K+]. Product: [C:29]([O:28][C:26]([N:33]1[CH:37]=[C:36]([C:2]2[CH:3]=[C:4]3[C:9](=[CH:10][CH:11]=2)[N:8]=[C:7]([N:12]([CH2:14][C:15]2[CH:20]=[CH:19][C:18]([F:21])=[C:17]([C:22]([F:24])([F:23])[F:25])[CH:16]=2)[CH3:13])[CH:6]=[N:5]3)[CH:35]=[N:34]1)=[O:27])([CH3:32])([CH3:30])[CH3:31]. The catalyst class is: 155.